Dataset: Forward reaction prediction with 1.9M reactions from USPTO patents (1976-2016). Task: Predict the product of the given reaction. (1) Given the reactants [O:1]=[C:2]1[C:7]2[C:8]([C:11]([OH:13])=O)=[CH:9][O:10][C:6]=2[CH2:5][CH2:4][NH:3]1.C(N(CC)CC)C.ClC(OCC)=O.[CH2:27]([O:34][C:35]([CH3:52])([CH3:51])[CH2:36][O:37][C:38]1[C:43]([NH2:44])=[CH:42][CH:41]=[C:40]([N:45]2[CH2:50][CH2:49][O:48][CH2:47][CH2:46]2)[N:39]=1)[C:28]1[CH:33]=[CH:32][CH:31]=[CH:30][CH:29]=1, predict the reaction product. The product is: [CH2:27]([O:34][C:35]([CH3:52])([CH3:51])[CH2:36][O:37][C:38]1[C:43]([NH:44][C:11]([C:8]2[C:7]3[C:2](=[O:1])[NH:3][CH2:4][CH2:5][C:6]=3[O:10][CH:9]=2)=[O:13])=[CH:42][CH:41]=[C:40]([N:45]2[CH2:50][CH2:49][O:48][CH2:47][CH2:46]2)[N:39]=1)[C:28]1[CH:33]=[CH:32][CH:31]=[CH:30][CH:29]=1. (2) Given the reactants [Cl:1][C:2]1[CH:15]=[C:14]([F:16])[C:13]([N:17]2[C:22](=[O:23])[CH:21]=[C:20]([C:24]([F:27])([F:26])[F:25])[N:19]([CH3:28])[C:18]2=[O:29])=[CH:12][C:3]=1[O:4][C:5]1[CH:10]=[CH:9][C:8]([OH:11])=[CH:7][CH:6]=1.C(=O)([O-])[O-].[K+].[K+].Br[CH2:37][C:38]([O:40][CH3:41])=[O:39], predict the reaction product. The product is: [Cl:1][C:2]1[CH:15]=[C:14]([F:16])[C:13]([N:17]2[C:22](=[O:23])[CH:21]=[C:20]([C:24]([F:25])([F:26])[F:27])[N:19]([CH3:28])[C:18]2=[O:29])=[CH:12][C:3]=1[O:4][C:5]1[CH:6]=[CH:7][C:8]([O:11][CH2:37][C:38]([O:40][CH3:41])=[O:39])=[CH:9][CH:10]=1. (3) The product is: [Br:25][C:6]1[S:5][C:4]2[CH:7]=[CH:8][CH:9]=[CH:10][C:3]=2[CH:2]=1. Given the reactants Br[C:2]1[C:3]2[CH:10]=[CH:9][CH:8]=[CH:7][C:4]=2[S:5][CH:6]=1.S1C=CC2C=CC=CC1=2.C([Li])CCC.[Br:25]Br, predict the reaction product. (4) Given the reactants Cl[C:2]1[C:11]2[C:6](=[CH:7][CH:8]=[C:9]([F:12])[CH:10]=2)[C:5]([O:13][CH:14]2[CH2:16][CH2:15]2)=[CH:4][N:3]=1.[F-:17].[Cs+], predict the reaction product. The product is: [F:17][C:2]1[C:11]2[C:6](=[CH:7][CH:8]=[C:9]([F:12])[CH:10]=2)[C:5]([O:13][CH:14]2[CH2:16][CH2:15]2)=[CH:4][N:3]=1. (5) Given the reactants Br[CH2:2][CH2:3][CH2:4][CH2:5][N:6]1[CH:10]=[C:9]([CH3:11])[N:8]=[C:7]1[C:12]1[CH:17]=[CH:16][CH:15]=[CH:14][CH:13]=1.[OH:18][C:19]1[C:24]([CH3:25])=[C:23]([OH:26])[CH:22]=[CH:21][C:20]=1[C:27](=[O:32])[CH2:28][CH:29]([CH3:31])[CH3:30], predict the reaction product. The product is: [OH:18][C:19]1[C:24]([CH3:25])=[C:23]([O:26][CH2:2][CH2:3][CH2:4][CH2:5][N:6]2[CH:10]=[C:9]([CH3:11])[N:8]=[C:7]2[C:12]2[CH:17]=[CH:16][CH:15]=[CH:14][CH:13]=2)[CH:22]=[CH:21][C:20]=1[C:27](=[O:32])[CH2:28][CH:29]([CH3:30])[CH3:31]. (6) Given the reactants [NH2:1][C:2]1[N:3]([CH3:23])[C:4](=[O:22])[C:5]2([C:15]3[C:10](=[CH:11][CH:12]=[C:13](Br)[CH:14]=3)[O:9][CH:8]([C:17]3[S:18][CH:19]=[CH:20][CH:21]=3)[CH2:7]2)[N:6]=1.[C:24]([C:26]1[CH:31]=[CH:30][C:29](B(O)O)=[CH:28][CH:27]=1)#[N:25], predict the reaction product. The product is: [NH2:1][C:2]1[N:3]([CH3:23])[C:4](=[O:22])[C@:5]2([C:15]3[C:10](=[CH:11][CH:12]=[C:13]([C:28]4[CH:27]=[C:26]([CH:31]=[CH:30][CH:29]=4)[C:24]#[N:25])[CH:14]=3)[O:9][C@H:8]([C:17]3[S:18][CH:19]=[CH:20][CH:21]=3)[CH2:7]2)[N:6]=1.[NH2:1][C:2]1[N:3]([CH3:23])[C:4](=[O:22])[C@:5]2([C:15]3[C:10](=[CH:11][CH:12]=[C:13]([C:28]4[CH:27]=[C:26]([CH:31]=[CH:30][CH:29]=4)[C:24]#[N:25])[CH:14]=3)[O:9][C@@H:8]([C:17]3[S:18][CH:19]=[CH:20][CH:21]=3)[CH2:7]2)[N:6]=1. (7) Given the reactants [N:1]1([C:5]2[N:14]=[C:13]3[C:8]([C:9](=[O:31])[C:10]([C:26]([O:28]CC)=[O:27])=[CH:11][N:12]3[CH2:15][C:16]3[CH:21]=[CH:20][C:19]([O:22][CH3:23])=[CH:18][C:17]=3[O:24][CH3:25])=[C:7]([CH3:32])[CH:6]=2)[CH2:4][CH2:3][CH2:2]1.O.[OH-].[Li+].Cl, predict the reaction product. The product is: [N:1]1([C:5]2[N:14]=[C:13]3[C:8]([C:9](=[O:31])[C:10]([C:26]([OH:28])=[O:27])=[CH:11][N:12]3[CH2:15][C:16]3[CH:21]=[CH:20][C:19]([O:22][CH3:23])=[CH:18][C:17]=3[O:24][CH3:25])=[C:7]([CH3:32])[CH:6]=2)[CH2:2][CH2:3][CH2:4]1. (8) The product is: [F:10][C:9]([F:12])([F:11])[C:7]1[CH:6]=[C:5]([C@H:13]([N:15]([CH3:40])[C:16]([N:18]2[CH2:31][CH2:30][C@:21]3([NH:25][C@@H:24]([C:26]([NH2:45])=[O:28])[CH2:23][CH2:22]3)[CH2:20][C@@H:19]2[C:32]2[CH:37]=[CH:36][C:35]([F:38])=[CH:34][C:33]=2[CH3:39])=[O:17])[CH3:14])[CH:4]=[C:3]([C:2]([F:1])([F:41])[F:42])[CH:8]=1. Given the reactants [F:1][C:2]([F:42])([F:41])[C:3]1[CH:4]=[C:5]([C@H:13]([N:15]([CH3:40])[C:16]([N:18]2[CH2:31][CH2:30][C@:21]3([NH:25][C@@H:24]([C:26]([O:28]C)=O)[CH2:23][CH2:22]3)[CH2:20][C@@H:19]2[C:32]2[CH:37]=[CH:36][C:35]([F:38])=[CH:34][C:33]=2[CH3:39])=[O:17])[CH3:14])[CH:6]=[C:7]([C:9]([F:12])([F:11])[F:10])[CH:8]=1.CO.[NH3:45], predict the reaction product. (9) Given the reactants [CH3:1][S:2]([OH:5])(=[O:4])=[O:3].[CH3:6][N:7]([CH2:14][CH2:15][O:16][C:17]1[CH:30]=[CH:29][C:20]([CH2:21][CH:22]2[S:26][C:25](=[O:27])[NH:24][C:23]2=[O:28])=[CH:19][CH:18]=1)[C:8]1[CH:13]=[CH:12][CH:11]=[CH:10][N:9]=1.C(OCC)C, predict the reaction product. The product is: [CH3:1][S:2]([OH:5])(=[O:4])=[O:3].[CH3:6][N:7]([CH2:14][CH2:15][O:16][C:17]1[CH:30]=[CH:29][C:20]([CH2:21][CH:22]2[S:26][C:25](=[O:27])[NH:24][C:23]2=[O:28])=[CH:19][CH:18]=1)[C:8]1[CH:13]=[CH:12][CH:11]=[CH:10][N:9]=1.